This data is from CYP2C9 inhibition data for predicting drug metabolism from PubChem BioAssay. The task is: Regression/Classification. Given a drug SMILES string, predict its absorption, distribution, metabolism, or excretion properties. Task type varies by dataset: regression for continuous measurements (e.g., permeability, clearance, half-life) or binary classification for categorical outcomes (e.g., BBB penetration, CYP inhibition). Dataset: cyp2c9_veith. (1) The drug is Cc1noc(C)c1-c1nccc(Nc2ccc(F)cc2)n1. The result is 0 (non-inhibitor). (2) The drug is O=C(NCCCN1CCN(C2CCCCC2)CC1)Nc1ccccc1C(F)(F)F. The result is 0 (non-inhibitor). (3) The molecule is COCCn1c(=O)c(CCc2ccccc2)nc2cnc(OCc3ccccc3)nc21. The result is 1 (inhibitor). (4) The drug is Cc1noc(C)c1C(=O)N1CCC2(CC1)CN(c1ccccc1)C2. The result is 0 (non-inhibitor).